This data is from Forward reaction prediction with 1.9M reactions from USPTO patents (1976-2016). The task is: Predict the product of the given reaction. (1) Given the reactants [CH3:1][O:2][C:3]1[C:14]2[CH2:13][CH:12]3[CH2:15][CH:8]([CH2:9][NH:10][CH2:11]3)[C:7]=2[CH:6]=[CH:5][N:4]=1.[C:16](O[C:16]([O:18][C:19]([CH3:22])([CH3:21])[CH3:20])=[O:17])([O:18][C:19]([CH3:22])([CH3:21])[CH3:20])=[O:17], predict the reaction product. The product is: [C:19]([O:18][C:16]([N:10]1[CH2:9][CH:8]2[CH2:15][CH:12]([CH2:13][C:14]3[C:3]([O:2][CH3:1])=[N:4][CH:5]=[CH:6][C:7]=32)[CH2:11]1)=[O:17])([CH3:22])([CH3:21])[CH3:20]. (2) Given the reactants [CH:1]12[NH:7][CH:4]([CH2:5][CH2:6]1)[CH2:3][CH:2]2[NH:8][C:9]1[C:10]2[CH:11]=[CH:12][N:13]=[CH:14][C:15]=2[CH:16]=[CH:17][CH:18]=1.[OH:19][CH2:20][CH2:21][O:22][C:23]1[CH:24]=[C:25]([CH:28]=[CH:29][C:30]=1[CH3:31])[CH:26]=O, predict the reaction product. The product is: [CH:14]1[C:15]2[C:10](=[C:9]([NH:8][CH:2]3[CH2:3][CH:4]4[N:7]([CH2:26][C:25]5[CH:28]=[CH:29][C:30]([CH3:31])=[C:23]([CH:24]=5)[O:22][CH2:21][CH2:20][OH:19])[CH:1]3[CH2:6][CH2:5]4)[CH:18]=[CH:17][CH:16]=2)[CH:11]=[CH:12][N:13]=1.